This data is from Experimentally validated miRNA-target interactions with 360,000+ pairs, plus equal number of negative samples. The task is: Binary Classification. Given a miRNA mature sequence and a target amino acid sequence, predict their likelihood of interaction. (1) The miRNA is mmu-miR-34a-3p with sequence AAUCAGCAAGUAUACUGCCCU. The protein sequence of the target gene is MEGGFGSDFGGSGSGKLDPGLIMEQVKVQIAVANAQELLQRMTDKCFRKCIGKPGGSLDNSEQKCIAMCMDRYMDAWNTVSRAYNSRLQRERANM. Result: 0 (no interaction). (2) The miRNA is hsa-miR-5004-3p with sequence CUUGGAUUUUCCUGGGCCUCAG. The protein sequence of the target gene is MDLMNGQASSVNIAATASEKSSSSESLSDKGSELKKSFDAVVFDVLKVTPEEYAGQITLMDVPVFKAIQPDELSSCGWNKKEKYSSAPNAVAFTRRFNHVSFWVVREILHAQTLKIRAEVLSHYIKTAKKLYELNNLHALMAVVSGLQSAPIFRLTKTWALLSRKDKTTFEKLEYVMSKEDNYKRLRDYISSLKMTPCIPYLGIYLSDLTYIDSAYPSTGSILENEQRSNLMNNILRIISDLQQSCEYDIPMLPHVQKYLNSVQYIEELQKFVEDDNYKLSLKIEPGTSTPRSAASREDL.... Result: 1 (interaction). (3) The miRNA is hsa-miR-369-3p with sequence AAUAAUACAUGGUUGAUCUUU. The protein sequence of the target gene is MEKLHQCYWKSGEPQSDDIEASRMKRAAAKHLIERYYHQLTEGCGNEACTNEFCASCPTFLRMDNNAAAIKALELYKINAKLCDPHPSKKGASSAYLENSKGAPNNSCSEIKMNKKGARIDFKDVTYLTEEKVYEILELCREREDYSPLIRVIGRVFSSAEALVQSFRKVKQHTKEELKSLQAKDEDKDEDEKEKAACSAAAMEEDSEASSSRIGDSSQGDNNLQKLGPDDVSVDIDAIRRVYTRLLSNEKIETAFLNALVYLSPNVECDLTYHNVYSRDPNYLNLFIIVMENRNLHSPE.... Result: 1 (interaction). (4) The miRNA is mmu-miR-1187 with sequence UAUGUGUGUGUGUAUGUGUGUAA. The protein sequence of the target gene is MENVHLAPETDEDDLYSGFNDYNPAYDTEELENDTGFQQAVRTSHGRRPPVTAKIPSTAVSRPIATGYGSKTSLTSSMGRPMTGTIQDGVARPMTAVRAAGFSKAALRGSAFDPLGQSRGPAPPLEAKNEDSPEEKIRQLEKKVNELVEESCIANSCGDLKLALEKAKDAGRKERVLVRQREQVTSPENINLDLTYSVLFNLASQYSANEMYAEALNTYQVIVKNKMFSNAGRLKVNMGNIYLKQRNYSKAIKFYRMALDQIPSVHKEMRIKIMQNIGITFIKTGQYSDAINSFEHIMSM.... Result: 0 (no interaction). (5) The miRNA is hsa-miR-3944-5p with sequence UGUGCAGCAGGCCAACCGAGA. The protein sequence of the target gene is MALPACAVREFEPPRQPERGAPVRTTCPRRHSRVEAELAASRPGSVAASVRAGPPRGVSHGFHTRPLLDKPRKASSSLAGAACAPLFALLSRGRRRRMHVLRRRWDLGSLCRALLTRGLAALGHSLKHVLGAIFSKIFGPMASVGNMDEKSNKLLLALVMLFLFAVIVLQYVCPGTECQLLRLQAFSSPVPDPYRSEDESSARFVPRYNFTRGDLLRKVDFDIKGDDLIVFLHIQKTGGTTFGRHLVRNIQLEQPCECRVGQKKCTCHRPGKRETWLFSRFSTGWSCGLHADWTELTSCV.... Result: 0 (no interaction). (6) The miRNA is hsa-miR-6509-3p with sequence UUCCACUGCCACUACCUAAUUU. The protein sequence of the target gene is MISSKPRLVVPYGLKTLLEGISRAVLKTNPSNINQFAAAYFQELTMYRGNTTMDIKDLVKQFHQIKVEKWSEGTTPQKKLECLKEPGKTSVESKVPTQMEKSTDTDEDNVTRTEYSDKTTQFPSVYAVPGTEQTEAVGGLSSKPATPKTTTPPSSPPPTAVSPEFAYVPADPAQLAAQMLGKVSSIHSDQSDVLMVDVATSMPVVIKEVPSSEAAEDVMVAAPLVCSGKVLEVQVVNQTSVHVDLGSQPKENEAEPSTASSVPLQDEQEPPAYDQAPEVTLQADIEVMSTVHISSVYNDV.... Result: 0 (no interaction). (7) The miRNA is mmu-miR-3079-3p with sequence CAGGCUCAUCAGAUGAAAGUC. The protein sequence of the target gene is MEGVAVVTAGSVGAAKTEGAAALPPPPPVSPPALTPAPAAGEEGPAPLSETGAPGCSGSRPPELEPERSLGRFRGRFEDEDEELEEEEELEEEEEEEEEDMSHFSLRLEGGRQDSEDEEERLINLSELTPYILCSICKGYLIDATTITECLHTFCKSCIVRHFYYSNRCPKCNIVVHQTQPLYNIRLDRQLQDIVYKLVINLEEREKKQMHDFYKERGLEVPKPAVPQPVPSSKGRSKKVLESVFRIPPELDMSLLLEFIGANEGTGHFKPLEKKFVRVSGEATIGHVEKFLRRKMGLDP.... Result: 0 (no interaction).